This data is from Catalyst prediction with 721,799 reactions and 888 catalyst types from USPTO. The task is: Predict which catalyst facilitates the given reaction. (1) Reactant: O[CH2:2][CH2:3][O:4][C:5]1[CH:6]=[C:7]([C:13]2[NH:22][C:21](=[O:23])[C:20]3[C:15](=[CH:16][C:17]([O:26][CH3:27])=[CH:18][C:19]=3[O:24][CH3:25])[N:14]=2)[CH:8]=[C:9]([O:11][CH3:12])[CH:10]=1.C(Br)(Br)(Br)[Br:29].C1(P(C2C=CC=CC=2)C2C=CC=CC=2)C=CC=CC=1. Product: [Br:29][CH2:2][CH2:3][O:4][C:5]1[CH:6]=[C:7]([C:13]2[NH:22][C:21](=[O:23])[C:20]3[C:15](=[CH:16][C:17]([O:26][CH3:27])=[CH:18][C:19]=3[O:24][CH3:25])[N:14]=2)[CH:8]=[C:9]([O:11][CH3:12])[CH:10]=1. The catalyst class is: 3. (2) Reactant: [Br:1][C:2]1[CH:3]=[N:4][C:5]2[N:6]([CH:8]=[C:9]([CH2:11]Cl)[N:10]=2)[CH:7]=1.[C:13]1([OH:19])[CH:18]=[CH:17][CH:16]=[CH:15][CH:14]=1.C(=O)([O-])[O-].[K+].[K+]. Product: [Br:1][C:2]1[CH:3]=[N:4][C:5]2[N:6]([CH:8]=[C:9]([CH2:11][O:19][C:13]3[CH:18]=[CH:17][CH:16]=[CH:15][CH:14]=3)[N:10]=2)[CH:7]=1. The catalyst class is: 39. (3) Reactant: [NH2:1][C:2]1[CH:7]=[CH:6][C:5]([C:8]2[CH:13]=[CH:12][N:11]=[C:10]3[N:14]([CH3:18])[N:15]=[C:16]([NH2:17])[C:9]=23)=[CH:4][CH:3]=1.[N:19]([C:22]1[CH:27]=[CH:26][CH:25]=[C:24]([CH3:28])[CH:23]=1)=[C:20]=[O:21]. Product: [NH2:17][C:16]1[C:9]2[C:10](=[N:11][CH:12]=[CH:13][C:8]=2[C:5]2[CH:4]=[CH:3][C:2]([NH:1][C:20]([NH:19][C:22]3[CH:27]=[CH:26][CH:25]=[C:24]([CH3:28])[CH:23]=3)=[O:21])=[CH:7][CH:6]=2)[N:14]([CH3:18])[N:15]=1. The catalyst class is: 76. (4) Reactant: [O:1]1[CH2:6][CH2:5][N:4]([C:7]2[N:12]3[N:13]=[CH:14][CH:15]=[C:11]3[N:10]=[C:9]([NH2:16])[CH:8]=2)[CH2:3][CH2:2]1.[CH:17]1([C:20](O)=[O:21])[CH2:19][CH2:18]1.CN(C(ON1N=NC2C=CC=NC1=2)=[N+](C)C)C.F[P-](F)(F)(F)(F)F.CCN(C(C)C)C(C)C. Product: [O:1]1[CH2:6][CH2:5][N:4]([C:7]2[N:12]3[N:13]=[CH:14][CH:15]=[C:11]3[N:10]=[C:9]([NH:16][C:20]([CH:17]3[CH2:19][CH2:18]3)=[O:21])[CH:8]=2)[CH2:3][CH2:2]1. The catalyst class is: 17. (5) Reactant: [Cl:1][C:2]1[CH:7]=[CH:6][C:5]([CH:8]([C:16]2[C:24]3[C:19](=[C:20]([CH2:25][S:26][CH3:27])[CH:21]=[CH:22][CH:23]=3)[N:18](C(OC(C)(C)C)=O)[CH:17]=2)[CH:9]([CH3:15])[C:10](OCC)=[O:11])=[C:4]([F:35])[CH:3]=1.[H-].[Al+3].[Li+].[H-].[H-].[H-].Cl. Product: [Cl:1][C:2]1[CH:7]=[CH:6][C:5]([CH:8]([C:16]2[C:24]3[C:19](=[C:20]([CH2:25][S:26][CH3:27])[CH:21]=[CH:22][CH:23]=3)[NH:18][CH:17]=2)[CH:9]([CH3:15])[CH2:10][OH:11])=[C:4]([F:35])[CH:3]=1. The catalyst class is: 7. (6) Reactant: [O:1]=[C:2]1[CH2:8][CH2:7][O:6][C@H:5]([C:9]([O:11][CH3:12])=[O:10])[CH2:4][NH:3]1.[C:13](O[C:13]([O:15][C:16]([CH3:19])([CH3:18])[CH3:17])=[O:14])([O:15][C:16]([CH3:19])([CH3:18])[CH3:17])=[O:14]. Product: [O:1]=[C:2]1[CH2:8][CH2:7][O:6][C@H:5]([C:9]([O:11][CH3:12])=[O:10])[CH2:4][N:3]1[C:13]([O:15][C:16]([CH3:19])([CH3:18])[CH3:17])=[O:14]. The catalyst class is: 630.